From a dataset of Full USPTO retrosynthesis dataset with 1.9M reactions from patents (1976-2016). Predict the reactants needed to synthesize the given product. (1) Given the product [S:14]1[CH:15]=[CH:16][N:17]=[C:13]1[NH:12][S:11]([C:8]1[CH:7]=[CH:6][C:5]([C:4]([NH:21][N:22]=[CH:27][C:26]2[CH:29]=[CH:30][C:31]([Cl:32])=[C:24]([Cl:23])[CH:25]=2)=[NH:20])=[CH:10][CH:9]=1)(=[O:18])=[O:19], predict the reactants needed to synthesize it. The reactants are: C(O[C:4](=[NH:20])[C:5]1[CH:10]=[CH:9][C:8]([S:11](=[O:19])(=[O:18])[NH:12][C:13]2[S:14][CH:15]=[CH:16][N:17]=2)=[CH:7][CH:6]=1)C.[NH2:21][NH2:22].[Cl:23][C:24]1[CH:25]=[C:26]([CH:29]=[CH:30][C:31]=1[Cl:32])[CH:27]=O.C(O)(=O)C. (2) Given the product [CH3:13][C:10]1[O:9][C:8]([C:5]2[CH:4]=[CH:3][C:2]([B:22]3[O:26][C:25]([CH3:28])([CH3:27])[C:24]([CH3:30])([CH3:29])[O:23]3)=[CH:7][CH:6]=2)=[N:12][C:11]=1[CH2:18][CH2:17][OH:20], predict the reactants needed to synthesize it. The reactants are: Br[C:2]1[CH:7]=[CH:6][C:5]([C:8]2(CCO)[NH:12][CH:11]=[C:10]([CH3:13])[O:9]2)=[CH:4][CH:3]=1.[C:17]([O-:20])(=O)[CH3:18].[K+].[B:22]1([B:22]2[O:26][C:25]([CH3:28])([CH3:27])[C:24]([CH3:30])([CH3:29])[O:23]2)[O:26][C:25]([CH3:28])([CH3:27])[C:24]([CH3:30])([CH3:29])[O:23]1.C(Cl)Cl. (3) Given the product [CH2:15]([Si:7]([C:6]#[CH:5])([CH:12]([CH3:14])[CH3:13])[CH:9]([CH3:11])[CH3:10])[CH:16]=[CH2:17], predict the reactants needed to synthesize it. The reactants are: C[Si]([C:5]#[C:6][Si:7]([CH:12]([CH3:14])[CH3:13])([CH:9]([CH3:11])[CH3:10])Br)(C)C.[CH2:15]([Mg]Cl)[CH:16]=[CH2:17]. (4) Given the product [F:32][CH:2]([F:1])[O:3][C:4]1[CH:11]=[C:10]([O:12][CH:13]([C:16]2[S:20][C:19]([C:21]3[CH:26]=[CH:25][C:24]([C:27]([F:30])([F:29])[F:28])=[CH:23][CH:22]=3)=[N:18][C:17]=2[CH3:31])[CH2:14][CH3:15])[CH:9]=[CH:8][C:5]=1[C:6]([NH:41][OH:42])=[NH:7], predict the reactants needed to synthesize it. The reactants are: [F:1][CH:2]([F:32])[O:3][C:4]1[CH:11]=[C:10]([O:12][CH:13]([C:16]2[S:20][C:19]([C:21]3[CH:26]=[CH:25][C:24]([C:27]([F:30])([F:29])[F:28])=[CH:23][CH:22]=3)=[N:18][C:17]=2[CH3:31])[CH2:14][CH3:15])[CH:9]=[CH:8][C:5]=1[C:6]#[N:7].C(N(CC)CC)C.Cl.[NH2:41][OH:42].O.